From a dataset of NCI-60 drug combinations with 297,098 pairs across 59 cell lines. Regression. Given two drug SMILES strings and cell line genomic features, predict the synergy score measuring deviation from expected non-interaction effect. (1) Drug 1: CC1=C(C=C(C=C1)NC(=O)C2=CC=C(C=C2)CN3CCN(CC3)C)NC4=NC=CC(=N4)C5=CN=CC=C5. Drug 2: CC1=C(C(=O)C2=C(C1=O)N3CC4C(C3(C2COC(=O)N)OC)N4)N. Cell line: SF-539. Synergy scores: CSS=44.8, Synergy_ZIP=-2.97, Synergy_Bliss=-4.05, Synergy_Loewe=-13.9, Synergy_HSA=-1.44. (2) Drug 2: CCN(CC)CCCC(C)NC1=C2C=C(C=CC2=NC3=C1C=CC(=C3)Cl)OC. Drug 1: C#CCC(CC1=CN=C2C(=N1)C(=NC(=N2)N)N)C3=CC=C(C=C3)C(=O)NC(CCC(=O)O)C(=O)O. Synergy scores: CSS=8.81, Synergy_ZIP=-4.07, Synergy_Bliss=-3.88, Synergy_Loewe=0.724, Synergy_HSA=-1.55. Cell line: HS 578T. (3) Drug 1: CCN(CC)CCCC(C)NC1=C2C=C(C=CC2=NC3=C1C=CC(=C3)Cl)OC. Drug 2: CC1CCCC2(C(O2)CC(NC(=O)CC(C(C(=O)C(C1O)C)(C)C)O)C(=CC3=CSC(=N3)C)C)C. Cell line: NCI-H322M. Synergy scores: CSS=50.7, Synergy_ZIP=-0.400, Synergy_Bliss=0.539, Synergy_Loewe=-13.1, Synergy_HSA=4.37. (4) Drug 1: CCC1=CC2CC(C3=C(CN(C2)C1)C4=CC=CC=C4N3)(C5=C(C=C6C(=C5)C78CCN9C7C(C=CC9)(C(C(C8N6C)(C(=O)OC)O)OC(=O)C)CC)OC)C(=O)OC.C(C(C(=O)O)O)(C(=O)O)O. Drug 2: CC1=C(C=C(C=C1)NC(=O)C2=CC=C(C=C2)CN3CCN(CC3)C)NC4=NC=CC(=N4)C5=CN=CC=C5. Cell line: EKVX. Synergy scores: CSS=37.6, Synergy_ZIP=1.55, Synergy_Bliss=3.49, Synergy_Loewe=-25.0, Synergy_HSA=4.16. (5) Drug 1: C1=NNC2=C1C(=O)NC=N2. Drug 2: CC1=C(C(=O)C2=C(C1=O)N3CC4C(C3(C2COC(=O)N)OC)N4)N. Cell line: KM12. Synergy scores: CSS=32.1, Synergy_ZIP=1.64, Synergy_Bliss=0.707, Synergy_Loewe=-26.0, Synergy_HSA=1.14. (6) Drug 1: C1CCN(CC1)CCOC2=CC=C(C=C2)C(=O)C3=C(SC4=C3C=CC(=C4)O)C5=CC=C(C=C5)O. Drug 2: CN1C(=O)N2C=NC(=C2N=N1)C(=O)N. Cell line: NCI-H226. Synergy scores: CSS=-5.53, Synergy_ZIP=5.19, Synergy_Bliss=3.66, Synergy_Loewe=-2.03, Synergy_HSA=-3.87. (7) Drug 1: C1=C(C(=O)NC(=O)N1)F. Drug 2: C(=O)(N)NO. Cell line: MALME-3M. Synergy scores: CSS=33.3, Synergy_ZIP=2.89, Synergy_Bliss=2.48, Synergy_Loewe=-11.4, Synergy_HSA=3.24. (8) Drug 1: CC12CCC(CC1=CCC3C2CCC4(C3CC=C4C5=CN=CC=C5)C)O. Drug 2: CCC1(CC2CC(C3=C(CCN(C2)C1)C4=CC=CC=C4N3)(C5=C(C=C6C(=C5)C78CCN9C7C(C=CC9)(C(C(C8N6C=O)(C(=O)OC)O)OC(=O)C)CC)OC)C(=O)OC)O.OS(=O)(=O)O. Cell line: HOP-62. Synergy scores: CSS=24.1, Synergy_ZIP=5.48, Synergy_Bliss=10.3, Synergy_Loewe=4.17, Synergy_HSA=8.31. (9) Drug 1: C1=NC(=NC(=O)N1C2C(C(C(O2)CO)O)O)N. Drug 2: CN(CCCl)CCCl.Cl. Cell line: SW-620. Synergy scores: CSS=54.4, Synergy_ZIP=-8.10, Synergy_Bliss=-1.14, Synergy_Loewe=-1.54, Synergy_HSA=3.53.